This data is from Full USPTO retrosynthesis dataset with 1.9M reactions from patents (1976-2016). The task is: Predict the reactants needed to synthesize the given product. (1) Given the product [Cl:8][C:6]1[CH:7]=[C:2]([N:23]2[CH2:24][CH2:25][N:20]([C:15]3[C:14]([C:13]([F:27])([F:12])[F:26])=[CH:19][CH:18]=[CH:17][N:16]=3)[CH2:21][CH2:22]2)[N:3]=[C:4]([CH2:9][O:10][CH3:11])[N:5]=1, predict the reactants needed to synthesize it. The reactants are: Cl[C:2]1[CH:7]=[C:6]([Cl:8])[N:5]=[C:4]([CH2:9][O:10][CH3:11])[N:3]=1.[F:12][C:13]([F:27])([F:26])[C:14]1[C:15]([N:20]2[CH2:25][CH2:24][NH:23][CH2:22][CH2:21]2)=[N:16][CH:17]=[CH:18][CH:19]=1.C(=O)(O)[O-].[Na+]. (2) The reactants are: [F:1][C:2]([F:22])([F:21])[O:3][C:4]1[CH:9]=[CH:8][C:7]([N:10]2[CH2:14][CH2:13][C:12]3([CH2:19][CH2:18][NH:17][CH2:16][CH2:15]3)[C:11]2=[O:20])=[CH:6][CH:5]=1.O=C(Cl)[O:25][C:26](Cl)(Cl)Cl.[CH3:31][CH:32]1[CH2:36][CH2:35][CH2:34][NH:33]1. Given the product [CH3:31][CH:32]1[CH2:36][CH2:35][CH2:34][N:33]1[C:26]([N:17]1[CH2:16][CH2:15][C:12]2([C:11](=[O:20])[N:10]([C:7]3[CH:8]=[CH:9][C:4]([O:3][C:2]([F:1])([F:21])[F:22])=[CH:5][CH:6]=3)[CH2:14][CH2:13]2)[CH2:19][CH2:18]1)=[O:25], predict the reactants needed to synthesize it. (3) Given the product [Br:1][C:2]1[C:3]2[N:4]([CH:11]=[CH:12][N:9]=2)[N:5]=[C:6]([Cl:8])[CH:7]=1, predict the reactants needed to synthesize it. The reactants are: [Br:1][C:2]1[CH:7]=[C:6]([Cl:8])[N:5]=[N:4][C:3]=1[NH2:9].Cl[CH2:11][CH:12]=O. (4) Given the product [N+:8]([C:11]1[CH:12]=[CH:13][C:14]([CH2:15][O:16][C:17]([N:19]2[CH2:27][CH2:26][N:25]3[N:24]=[C:2]([C:1]([O:5][CH2:6][CH3:7])=[O:4])[CH:3]=[C:21]3[CH2:20]2)=[O:18])=[CH:29][CH:30]=1)([O-:10])=[O:9], predict the reactants needed to synthesize it. The reactants are: [C:1]([O:5][CH2:6][CH3:7])(=[O:4])[C:2]#[CH:3].[N+:8]([C:11]1[CH:30]=[CH:29][C:14]([CH2:15][O:16][C:17]([N:19]2[CH2:27][CH2:26][N+:25]3[C-:21](C(=O)O[N:24]=3)[CH2:20]2)=[O:18])=[CH:13][CH:12]=1)([O-:10])=[O:9]. (5) Given the product [CH:23]1([NH:26][C:27](=[O:39])[CH:28]([OH:38])[CH:29]([NH:37][C:9](=[O:11])[C:8]2[CH:12]=[CH:13][CH:14]=[N:15][C:7]=2[N:5]2[CH:6]=[C:2]([F:1])[C:3]([C:16]3[CH:21]=[CH:20][CH:19]=[CH:18][CH:17]=3)=[N:4]2)[CH2:30][C:31]2[CH:36]=[CH:35][CH:34]=[CH:33][CH:32]=2)[CH2:24][CH2:25]1, predict the reactants needed to synthesize it. The reactants are: [F:1][C:2]1[C:3]([C:16]2[CH:21]=[CH:20][CH:19]=[CH:18][CH:17]=2)=[N:4][N:5]([C:7]2[N:15]=[CH:14][CH:13]=[CH:12][C:8]=2[C:9]([OH:11])=O)[CH:6]=1.[Cl-].[CH:23]1([NH:26][C:27](=[O:39])[CH:28]([OH:38])[CH:29]([NH3+:37])[CH2:30][C:31]2[CH:36]=[CH:35][CH:34]=[CH:33][CH:32]=2)[CH2:25][CH2:24]1.ClCCl. (6) The reactants are: [CH3:1][CH:2]([C:7]1[CH:12]=[C:11]([Cl:13])[CH:10]=[CH:9][C:8]=1[N+:14]([O-])=O)[C:3](OC)=[O:4]. Given the product [Cl:13][C:11]1[CH:12]=[C:7]2[C:8](=[CH:9][CH:10]=1)[NH:14][C:3](=[O:4])[CH:2]2[CH3:1], predict the reactants needed to synthesize it.